This data is from Catalyst prediction with 721,799 reactions and 888 catalyst types from USPTO. The task is: Predict which catalyst facilitates the given reaction. Reactant: [Br:1][C:2]1[N:10]([CH2:11][C:12]2[CH:17]=[CH:16][C:15]([F:18])=[CH:14][CH:13]=2)[C:9]2[C:8](=[O:19])[N:7]([CH2:20][CH2:21][CH2:22][O:23]C3CCCCO3)[C:6](=[O:30])[N:5]([CH3:31])[C:4]=2[N:3]=1.Cl. Product: [Br:1][C:2]1[N:10]([CH2:11][C:12]2[CH:13]=[CH:14][C:15]([F:18])=[CH:16][CH:17]=2)[C:9]2[C:8](=[O:19])[N:7]([CH2:20][CH2:21][CH2:22][OH:23])[C:6](=[O:30])[N:5]([CH3:31])[C:4]=2[N:3]=1. The catalyst class is: 8.